This data is from Blood-brain barrier permeability classification from the B3DB database. The task is: Regression/Classification. Given a drug SMILES string, predict its absorption, distribution, metabolism, or excretion properties. Task type varies by dataset: regression for continuous measurements (e.g., permeability, clearance, half-life) or binary classification for categorical outcomes (e.g., BBB penetration, CYP inhibition). Dataset: b3db_classification. (1) The drug is COc1ccc2c3c1O[C@H]1C(=O)CC[C@H]4[C@@H](C2)N(C)CC[C@@]314. The result is 1 (penetrates BBB). (2) The molecule is C[C@@H]1C[C@H]2[C@@H]3CCC4=CC(=O)C=C[C@]4(C)[C@@]3(Cl)[C@@H](Cl)C[C@]2(C)[C@@]1(O)C(=O)CO. The result is 1 (penetrates BBB). (3) The drug is CCCC(=O)OCOC(=O)C1=C(C)NC(C)=C(C(=O)OC)C1c1cccc(Cl)c1Cl. The result is 0 (does not penetrate BBB). (4) The drug is CCN(Cc1ccncc1)C(=O)C(CO)c1ccccc1. The result is 0 (does not penetrate BBB). (5) The compound is OCCN1C[C@H](O)[C@@H](O)[C@H](O)[C@H]1CO. The result is 0 (does not penetrate BBB). (6) The drug is CCOC(=O)c1c[nH]c(=O)c2c1OC(=O)C[C@H]2c1cc(Cl)c2c(c1)OCO2. The result is 1 (penetrates BBB). (7) The drug is CCC(=O)C(c1ccccc1)(c1ccccc1)[C@H](C)CN(C)C. The result is 1 (penetrates BBB).